This data is from Reaction yield outcomes from USPTO patents with 853,638 reactions. The task is: Predict the reaction yield, written as a fraction of the theoretical maximum amount of product (1.0 means a 100% yield; for example, 0.34 means a 34% yield). (1) The reactants are [CH3:1][O:2][C:3]([C:5]1[S:6][C:7](/[CH:10]=[C:11](\[C:15]2[CH:20]=[CH:19][C:18]([C:21]([CH3:24])([CH3:23])[CH3:22])=[CH:17][CH:16]=2)/[C:12]([OH:14])=[O:13])=[CH:8][CH:9]=1)=[O:4].[H][H]. The catalyst is C1COCC1.[Pd]. The product is [CH3:1][O:2][C:3]([C:5]1[S:6][C:7]([CH2:10][CH:11]([C:15]2[CH:20]=[CH:19][C:18]([C:21]([CH3:24])([CH3:23])[CH3:22])=[CH:17][CH:16]=2)[C:12]([OH:14])=[O:13])=[CH:8][CH:9]=1)=[O:4]. The yield is 0.810. (2) The product is [N+:16]([C:12]1[CH:11]=[C:10]([C:9]2[S:21][C:2]3[CH:7]=[CH:6][N:5]=[CH:4][C:3]=3[N:8]=2)[CH:15]=[CH:14][CH:13]=1)([O-:18])=[O:17]. The reactants are O[C:2]1[CH:7]=[CH:6][N:5]=[CH:4][C:3]=1[NH:8][C:9](=O)[C:10]1[CH:15]=[CH:14][CH:13]=[C:12]([N+:16]([O-:18])=[O:17])[CH:11]=1.P12(SP3(SP(SP(S3)(S1)=S)(=S)S2)=S)=[S:21]. The catalyst is N1C=CC=CC=1.CC1C=CC(C)=CC=1. The yield is 0.810. (3) The reactants are [Cl:1][C:2]1[CH:7]=[CH:6][C:5]([C:8](=[NH:20])[NH:9][C:10]2[CH:15]=[CH:14][C:13]([S:16]([CH3:19])(=[O:18])=[O:17])=[CH:12][CH:11]=2)=[CH:4][CH:3]=1.C(=O)(O)[O-].[Na+].[F:26][C:27]1[CH:28]=[C:29]([CH:34]=[CH:35][CH:36]=1)[C:30](=O)[CH2:31]Br. The catalyst is C(O)(C)C. The product is [Cl:1][C:2]1[CH:3]=[CH:4][C:5]([C:8]2[N:9]([C:10]3[CH:15]=[CH:14][C:13]([S:16]([CH3:19])(=[O:17])=[O:18])=[CH:12][CH:11]=3)[CH:31]=[C:30]([C:29]3[CH:34]=[CH:35][CH:36]=[C:27]([F:26])[CH:28]=3)[N:20]=2)=[CH:6][CH:7]=1. The yield is 0.500. (4) The reactants are Cl.C(N=C=NCCCN(C)C)C.[Cl:13][C:14]1[CH:32]=[C:31]([Cl:33])[CH:30]=[CH:29][C:15]=1[CH2:16][N:17]1[C:21]([CH3:22])=[CH:20][C:19]([CH3:23])=[C:18]1/[CH:24]=[CH:25]/[C:26]([OH:28])=O.[CH2:34]([S:39]([NH2:42])(=[O:41])=[O:40])[CH2:35][CH2:36][CH2:37][CH3:38].Cl. The catalyst is CN(C)C1C=CN=CC=1.C(#N)C. The product is [Cl:13][C:14]1[CH:32]=[C:31]([Cl:33])[CH:30]=[CH:29][C:15]=1[CH2:16][N:17]1[C:21]([CH3:22])=[CH:20][C:19]([CH3:23])=[C:18]1/[CH:24]=[CH:25]/[C:26]([NH:42][S:39]([CH2:34][CH2:35][CH2:36][CH2:37][CH3:38])(=[O:41])=[O:40])=[O:28]. The yield is 0.530. (5) The reactants are [C:1]1([C:7]2[C:21]3[C:20]4[C:22]5[C:16]([CH:17]=[CH:18][CH:19]=4)=[CH:15][CH:14]=[CH:13][C:12]=5[C:11]=3[C:10]([C:23]3[CH:28]=[CH:27][CH:26]=[CH:25][CH:24]=3)=[C:9]3[C:29](=[O:36])[N:30]([CH2:33][CH2:34][CH3:35])[C:31](=[O:32])[C:8]=23)[CH:6]=[CH:5][CH:4]=[CH:3][CH:2]=1.II.[Br:39]Br. The catalyst is C(O)(=O)C. The product is [Br:39][C:17]1[CH:18]=[CH:19][C:20]2=[C:22]3[C:16]=1[CH:15]=[CH:14][CH:13]=[C:12]3[C:11]1[C:10]([C:23]3[CH:28]=[CH:27][CH:26]=[CH:25][CH:24]=3)=[C:9]3[C:29](=[O:36])[N:30]([CH2:33][CH2:34][CH3:35])[C:31](=[O:32])[C:8]3=[C:7]([C:1]3[CH:6]=[CH:5][CH:4]=[CH:3][CH:2]=3)[C:21]=12. The yield is 1.00. (6) The reactants are [NH2:1][C:2]([CH3:6])([CH3:5])[CH2:3][OH:4].C(N(CC)CC)C.[C:14](O[C:14]([O:16][C:17]([CH3:20])([CH3:19])[CH3:18])=[O:15])([O:16][C:17]([CH3:20])([CH3:19])[CH3:18])=[O:15]. The catalyst is CN(C=O)C.O.O. The product is [C:17]([O:16][C:14]([NH:1][C:2]([CH3:6])([CH3:5])[CH2:3][OH:4])=[O:15])([CH3:20])([CH3:19])[CH3:18]. The yield is 0.680.